Dataset: Forward reaction prediction with 1.9M reactions from USPTO patents (1976-2016). Task: Predict the product of the given reaction. (1) Given the reactants [I:1][C:2]1[C:10]([CH3:11])=[CH:9][CH:8]=[CH:7][C:3]=1[C:4]([OH:6])=O.[NH:12]1[CH2:17][CH2:16][CH2:15][CH2:14][CH2:13]1, predict the reaction product. The product is: [I:1][C:2]1[C:10]([CH3:11])=[CH:9][CH:8]=[CH:7][C:3]=1[C:4]([N:12]1[CH2:17][CH2:16][CH2:15][CH2:14][CH2:13]1)=[O:6]. (2) Given the reactants Br[C:2]1[C:3](=[O:26])[N:4]([CH2:18][CH2:19][C:20]2[CH:25]=[CH:24][CH:23]=[CH:22][CH:21]=2)[C:5]([C:9]2[CH:14]=[CH:13][CH:12]=[C:11]([O:15][CH3:16])[C:10]=2[F:17])=[N:6][C:7]=1[CH3:8].[C:27]1(B(O)O)[CH:32]=[CH:31][CH:30]=[CH:29][CH:28]=1.C(O)C.C(=O)([O-])[O-].[Na+].[Na+], predict the reaction product. The product is: [F:17][C:10]1[C:11]([O:15][CH3:16])=[CH:12][CH:13]=[CH:14][C:9]=1[C:5]1[N:4]([CH2:18][CH2:19][C:20]2[CH:25]=[CH:24][CH:23]=[CH:22][CH:21]=2)[C:3](=[O:26])[C:2]([C:27]2[CH:32]=[CH:31][CH:30]=[CH:29][CH:28]=2)=[C:7]([CH3:8])[N:6]=1. (3) Given the reactants S(=O)(=O)(O)[OH:2].[CH3:6][C:7]1[CH:15]=[C:14]([CH3:16])[C:13]([CH3:17])=[CH:12][C:8]=1[CH2:9][C:10]#N.[OH2:18], predict the reaction product. The product is: [CH3:6][C:7]1[CH:15]=[C:14]([CH3:16])[C:13]([CH3:17])=[CH:12][C:8]=1[CH2:9][C:10]([OH:2])=[O:18]. (4) Given the reactants [CH3:1][O:2][C:3]([CH:5]1[CH2:9][N:8](C(OCC2C=CC=CC=2)=O)[CH:7]2[CH2:20][CH2:21][N:22]([C:23](=[O:39])[CH:24]([NH:31][C:32]([O:34][C:35]([CH3:38])([CH3:37])[CH3:36])=[O:33])[CH:25]3[CH2:30][CH2:29][CH2:28][CH2:27][CH2:26]3)[CH:6]12)=[O:4], predict the reaction product. The product is: [CH3:1][O:2][C:3]([CH:5]1[CH2:9][NH:8][CH:7]2[CH2:20][CH2:21][N:22]([C:23](=[O:39])[CH:24]([NH:31][C:32]([O:34][C:35]([CH3:37])([CH3:36])[CH3:38])=[O:33])[CH:25]3[CH2:30][CH2:29][CH2:28][CH2:27][CH2:26]3)[CH:6]12)=[O:4]. (5) Given the reactants [CH3:1][S:2][C:3]1[N:8]=[C:7]([CH2:9][S:10]([CH3:13])(=[O:12])=[O:11])[CH:6]=[C:5](N2CCOCC2)[N:4]=1.[Na+].[C:21]1(S([O-])=O)[CH:26]=[CH:25]C=[CH:23][CH:22]=1.CN(C=[O:34])C, predict the reaction product. The product is: [C:13]1([S:10]([CH2:9][C:7]2[N:8]=[C:3]([S:2][CH3:1])[N:4]=[C:5]([OH:34])[CH:6]=2)(=[O:11])=[O:12])[CH:25]=[CH:26][CH:21]=[CH:22][CH:23]=1.